This data is from Full USPTO retrosynthesis dataset with 1.9M reactions from patents (1976-2016). The task is: Predict the reactants needed to synthesize the given product. (1) The reactants are: [NH2:1][CH:2]([CH2:12][C:13]1[CH:18]=[CH:17][CH:16]=[C:15]([O:19][C:20]([F:25])([F:24])[CH:21]([F:23])[F:22])[CH:14]=1)[CH:3]([C:5]1[CH:10]=[CH:9][CH:8]=[C:7]([F:11])[CH:6]=1)[OH:4].[C:26]1([C:37](O)=[O:38])[CH:27]=[CH:28][CH:29]=[C:30]2[CH2:36][CH2:35][CH2:34][CH:33]=[CH:32][C:31]=12.Cl.C(N=C=NCCCN(C)C)C.O.ON1C2C=CC=CC=2N=N1. Given the product [F:11][C:7]1[CH:6]=[C:5]([CH:3]([OH:4])[CH:2]([NH:1][C:37]([C:26]2[CH:27]=[CH:28][CH:29]=[C:30]3[CH2:36][CH2:35][CH2:34][CH:33]=[CH:32][C:31]=23)=[O:38])[CH2:12][C:13]2[CH:18]=[CH:17][CH:16]=[C:15]([O:19][C:20]([F:25])([F:24])[CH:21]([F:23])[F:22])[CH:14]=2)[CH:10]=[CH:9][CH:8]=1, predict the reactants needed to synthesize it. (2) Given the product [C:9]([C:8]([CH3:11])([C:12]1[CH:13]=[CH:14][CH:15]=[CH:16][CH:17]=1)[C:5]1[CH:4]=[CH:3][C:2]([NH:1][C:23](=[O:24])[C:22]2[CH:26]=[CH:27][C:28]([O:29][CH3:30])=[C:20]([O:19][CH3:18])[CH:21]=2)=[CH:7][CH:6]=1)#[N:10], predict the reactants needed to synthesize it. The reactants are: [NH2:1][C:2]1[CH:7]=[CH:6][C:5]([C:8]([C:12]2[CH:17]=[CH:16][CH:15]=[CH:14][CH:13]=2)([CH3:11])[C:9]#[N:10])=[CH:4][CH:3]=1.[CH3:18][O:19][C:20]1[CH:21]=[C:22]([CH:26]=[CH:27][C:28]=1[O:29][CH3:30])[C:23](Cl)=[O:24].C(N(CC)CC)C. (3) Given the product [F:64][C:2]1([F:1])[CH2:3][CH2:4][CH:5]([C:8]2[C:17]3[C@@H:16]([OH:18])[CH2:15][C:14]([CH3:28])([CH3:29])[CH2:13][C:12]=3[N:11]=[C:10]([CH:30]3[CH2:35][CH2:34][N:33]([C:36]4[N:41]=[CH:40][C:39]([O:42][CH2:43][CH:44]([CH2:49][OH:48])[CH2:45][OH:46])=[CH:38][N:37]=4)[CH2:32][CH2:31]3)[C:9]=2[C@@H:52]([F:63])[C:53]2[CH:58]=[CH:57][C:56]([C:59]([F:60])([F:62])[F:61])=[CH:55][CH:54]=2)[CH2:6][CH2:7]1, predict the reactants needed to synthesize it. The reactants are: [F:1][C:2]1([F:64])[CH2:7][CH2:6][CH:5]([C:8]2[C:17]3[C@@H:16]([O:18]CC4C=CC(OC)=CC=4)[CH2:15][C:14]([CH3:29])([CH3:28])[CH2:13][C:12]=3[N:11]=[C:10]([CH:30]3[CH2:35][CH2:34][N:33]([C:36]4[N:41]=[CH:40][C:39]([O:42][CH2:43][CH:44]5[CH2:49][O:48]C(C)(C)[O:46][CH2:45]5)=[CH:38][N:37]=4)[CH2:32][CH2:31]3)[C:9]=2[C@@H:52]([F:63])[C:53]2[CH:58]=[CH:57][C:56]([C:59]([F:62])([F:61])[F:60])=[CH:55][CH:54]=2)[CH2:4][CH2:3]1.Cl.C(=O)([O-])O.[Na+].[OH-].[Na+]. (4) Given the product [Cl-:47].[C:10]([C:9]1[CH:13]=[CH:14][C:6]([N+:5]#[N:15])=[CH:7][CH:8]=1)([OH:12])=[O:11].[C:45]1([O:26][C:25]([NH:15][CH2:16][CH2:17][C:18]2[CH:19]=[CH:20][C:21]([OH:24])=[C:22]([N:1]=[N:5][C:6]3[CH:14]=[CH:13][C:9]([C:10]([OH:12])=[O:11])=[CH:8][CH:7]=3)[CH:23]=2)=[O:28])[C:46]2[CH2:34][C:35]3[C:40](=[CH:39][CH:38]=[CH:37][CH:36]=3)[C:41]=2[CH:42]=[CH:43][CH:44]=1, predict the reactants needed to synthesize it. The reactants are: [N:1]([O-])=O.[Na+].[NH2:5][C:6]1[CH:14]=[CH:13][C:9]([C:10]([OH:12])=[O:11])=[CH:8][CH:7]=1.[NH2:15][CH2:16][CH2:17][C:18]1[CH:23]=[CH:22][C:21]([OH:24])=[CH:20][CH:19]=1.[C:25](=[O:28])(O)[O-:26].[Na+].C([Cl:47])(OC[CH:34]1[C:46]2[C:41](=[CH:42][CH:43]=[CH:44][CH:45]=2)[C:40]2[C:35]1=[CH:36][CH:37]=[CH:38][CH:39]=2)=O. (5) Given the product [CH3:1][O:2][C:3]1[CH:4]=[C:5]([C:9](=[O:12])[CH:10]=[CH2:11])[CH:6]=[CH:7][CH:8]=1, predict the reactants needed to synthesize it. The reactants are: [CH3:1][O:2][C:3]1[CH:4]=[C:5]([CH:9]([OH:12])[CH:10]=[CH2:11])[CH:6]=[CH:7][CH:8]=1.CC(C)=O.OS(O)(=O)=O.O=[Cr](=O)=O. (6) Given the product [CH2:1]([O:3][C:4](=[O:16])[C:5]([O:8][C:9]1[CH:10]=[N:11][C:12]([NH:15][C:18]2[C:19](=[O:26])[N:20]([CH3:25])[N:21]=[C:22]([Cl:24])[CH:23]=2)=[CH:13][CH:14]=1)([CH3:7])[CH3:6])[CH3:2], predict the reactants needed to synthesize it. The reactants are: [CH2:1]([O:3][C:4](=[O:16])[C:5]([O:8][C:9]1[CH:10]=[N:11][C:12]([NH2:15])=[CH:13][CH:14]=1)([CH3:7])[CH3:6])[CH3:2].Br[C:18]1[C:19](=[O:26])[N:20]([CH3:25])[N:21]=[C:22]([Cl:24])[CH:23]=1.C([O-])([O-])=O.[Cs+].[Cs+].CC1(C)C2C(=C(P(C3C=CC=CC=3)C3C=CC=CC=3)C=CC=2)OC2C(P(C3C=CC=CC=3)C3C=CC=CC=3)=CC=CC1=2. (7) Given the product [NH2:10][C:11]1[CH:16]=[C:15]([NH:17][CH:18]2[CH2:23][CH2:22][N:21]([C:24]([O:26][C:27]([CH3:30])([CH3:29])[CH3:28])=[O:25])[CH2:20][CH2:19]2)[C:14]([C:37]2[CH:38]=[CH:39][C:34]([O:33][CH3:32])=[CH:35][CH:36]=2)=[CH:13][N:12]=1, predict the reactants needed to synthesize it. The reactants are: C(#N)C.C(=O)([O-])[O-].[Na+].[Na+].[NH2:10][C:11]1[CH:16]=[C:15]([NH:17][CH:18]2[CH2:23][CH2:22][N:21]([C:24]([O:26][C:27]([CH3:30])([CH3:29])[CH3:28])=[O:25])[CH2:20][CH2:19]2)[C:14](Br)=[CH:13][N:12]=1.[CH3:32][O:33][C:34]1[CH:39]=[CH:38][C:37](B(O)O)=[CH:36][CH:35]=1.